Dataset: Full USPTO retrosynthesis dataset with 1.9M reactions from patents (1976-2016). Task: Predict the reactants needed to synthesize the given product. (1) Given the product [Br:1][C:15]1[C:16]([O:18][CH3:19])=[CH:17][C:11]([O:10][CH3:9])=[C:12]([CH:14]=1)[NH2:13], predict the reactants needed to synthesize it. The reactants are: [Br:1]Br.C([O-])([O-])=O.[K+].[K+].[CH3:9][O:10][C:11]1[CH:17]=[C:16]([O:18][CH3:19])[CH:15]=[CH:14][C:12]=1[NH2:13].O. (2) The reactants are: [CH:1]1([C:4]2[CH:14]=[N:13][C:7]3[NH:8][CH2:9][C:10](=[O:12])[NH:11][C:6]=3[CH:5]=2)[CH2:3][CH2:2]1.CN(C)C(=O)C.N1C=CC=CC=1.Cl[C:28]([O:30][C:31]1[CH:36]=[CH:35][C:34]([N+:37]([O-:39])=[O:38])=[CH:33][CH:32]=1)=[O:29]. Given the product [CH:1]1([C:4]2[CH:14]=[N:13][C:7]3[N:8]([C:28]([O:30][C:31]4[CH:32]=[CH:33][C:34]([N+:37]([O-:39])=[O:38])=[CH:35][CH:36]=4)=[O:29])[CH2:9][C:10](=[O:12])[NH:11][C:6]=3[CH:5]=2)[CH2:3][CH2:2]1, predict the reactants needed to synthesize it. (3) Given the product [OH:1][CH2:2][CH2:3][NH:4][S:5]([C:8]1[CH:13]=[CH:12][C:11]([NH2:14])=[CH:10][CH:9]=1)(=[O:7])=[O:6], predict the reactants needed to synthesize it. The reactants are: [OH:1][CH2:2][CH2:3][NH:4][S:5]([C:8]1[CH:13]=[CH:12][C:11]([N+:14]([O-])=O)=[CH:10][CH:9]=1)(=[O:7])=[O:6].[H][H]. (4) The reactants are: [CH3:1][C:2]1[N:3]=[C:4]([CH:7]=[O:8])[S:5][CH:6]=1.[CH3:9][Mg+].[Br-]. Given the product [CH3:1][C:2]1[N:3]=[C:4]([CH:7]([OH:8])[CH3:9])[S:5][CH:6]=1, predict the reactants needed to synthesize it. (5) Given the product [N+:1]([C:4]1[CH:5]=[C:6]([CH:7]=[CH:8][CH:9]=1)[O:10][CH2:12][CH2:13][NH:14][C:15](=[O:21])[O:16][C:17]([CH3:20])([CH3:19])[CH3:18])([O-:3])=[O:2], predict the reactants needed to synthesize it. The reactants are: [N+:1]([C:4]1[CH:5]=[C:6]([OH:10])[CH:7]=[CH:8][CH:9]=1)([O-:3])=[O:2].Br[CH2:12][CH2:13][NH:14][C:15](=[O:21])[O:16][C:17]([CH3:20])([CH3:19])[CH3:18].C(=O)([O-])[O-].[K+].[K+]. (6) Given the product [F:35][C:32]1[CH:33]=[CH:34][C:29]([NH:28][C:18]2[C:19]3[C:20](=[O:22])[NH:27][CH2:26][C:24]=3[CH:25]=[C:16]([NH:15][C@@H:10]3[CH2:11][CH2:12][CH2:13][CH2:14][C@@H:9]3[NH:8][C:6](=[O:7])[O:5][C:1]([CH3:3])([CH3:2])[CH3:4])[N:17]=2)=[CH:30][C:31]=1[CH3:36], predict the reactants needed to synthesize it. The reactants are: [C:1]([O:5][C:6]([NH:8][C@H:9]1[CH2:14][CH2:13][CH2:12][CH2:11][C@H:10]1[NH:15][C:16]1[CH:25]=[C:24]([C:26]#[N:27])[C:19]([C:20]([O:22]C)=O)=[C:18]([NH:28][C:29]2[CH:34]=[CH:33][C:32]([F:35])=[C:31]([CH3:36])[CH:30]=2)[N:17]=1)=[O:7])([CH3:4])([CH3:3])[CH3:2]. (7) Given the product [CH2:1]([O:9][C:10]1[CH:11]=[CH:12][C:13]([CH:16]2[CH2:21][CH2:20][CH2:19][N:18]([CH2:24][CH2:23][C:22]([O:26][CH2:27][CH3:28])=[O:25])[CH2:17]2)=[CH:14][CH:15]=1)[CH2:2][CH2:3][CH2:4][CH2:5][CH2:6][CH2:7][CH3:8], predict the reactants needed to synthesize it. The reactants are: [CH2:1]([O:9][C:10]1[CH:15]=[CH:14][C:13]([CH:16]2[CH2:21][CH2:20][CH2:19][NH:18][CH2:17]2)=[CH:12][CH:11]=1)[CH2:2][CH2:3][CH2:4][CH2:5][CH2:6][CH2:7][CH3:8].[C:22]([O:26][CH2:27][CH3:28])(=[O:25])[CH:23]=[CH2:24].C([O-])([O-])=O.[Cs+].[Cs+].